Task: Predict the reaction yield, written as a fraction of the theoretical maximum amount of product (1.0 means a 100% yield; for example, 0.34 means a 34% yield).. Dataset: Reaction yield outcomes from USPTO patents with 853,638 reactions (1) The reactants are [OH:1][C:2]([CH3:22])([CH3:21])[CH2:3][C@H:4]1[CH2:8][O:7][C@@:6]([C@@H:10]2[C@:18]3([CH3:19])[C@H:13]([C@@H:14]([OH:20])[CH2:15][CH2:16][CH2:17]3)[CH2:12][CH2:11]2)([CH3:9])[CH2:5]1.C1C=C[NH+]=CC=1.C1C=C[NH+]=CC=1.[O-][Cr](O[Cr]([O-])(=O)=O)(=O)=O. The catalyst is C(Cl)Cl. The product is [OH:1][C:2]([CH3:22])([CH3:21])[CH2:3][C@H:4]1[CH2:8][O:7][C@@:6]([C@@H:10]2[C@:18]3([CH3:19])[C@H:13]([C:14](=[O:20])[CH2:15][CH2:16][CH2:17]3)[CH2:12][CH2:11]2)([CH3:9])[CH2:5]1. The yield is 0.910. (2) The yield is 0.734. The product is [C:19]([O:18][C:16]([N:13]1[CH2:14][CH2:15][N:10]([CH:8]([C:5]2[CH:4]=[C:3]([B:34]([OH:39])[OH:35])[C:2]([F:1])=[N:7][CH:6]=2)[CH3:9])[C@H:11]([CH3:23])[CH2:12]1)=[O:17])([CH3:21])([CH3:20])[CH3:22]. No catalyst specified. The reactants are [F:1][C:2]1[N:7]=[CH:6][C:5]([CH:8]([N:10]2[CH2:15][CH2:14][N:13]([C:16]([O:18][C:19]([CH3:22])([CH3:21])[CH3:20])=[O:17])[CH2:12][C@H:11]2[CH3:23])[CH3:9])=[CH:4][CH:3]=1.O1CCCC1.C([Li])CCC.[B:34](OC(C)C)([O:39]C(C)C)[O:35]C(C)C.[OH-].[Na+]. (3) The reactants are [CH2:1]([O:3][C:4]1[CH:13]=[CH:12][C:11]2[C:6](=[CH:7][CH:8]=[CH:9][CH:10]=2)[C:5]=1B(O)O)[CH3:2].[F:17][C:18]1[CH:23]=[CH:22][C:21]([Br:24])=[CH:20][C:19]=1I.C(=O)([O-])[O-].[Na+].[Na+]. The catalyst is C1(C)C=CC=CC=1. The product is [CH2:1]([O:3][C:4]1[CH:13]=[CH:12][C:11]2[C:6](=[CH:7][CH:8]=[CH:9][CH:10]=2)[C:5]=1[C:23]1[CH:22]=[C:21]([Br:24])[CH:20]=[CH:19][C:18]=1[F:17])[CH3:2]. The yield is 0.700. (4) The reactants are [NH2:1][C:2]1[C:3]2[N:4]([C:8]([C@H:12]3[CH2:17][N:16]4[C:18](=[O:23])[O:19][C:20]([CH3:22])([CH3:21])[C@@H:15]4[CH2:14][CH2:13]3)=[N:9][C:10]=2Br)[CH:5]=[CH:6][N:7]=1.[CH3:24][O:25][C:26]1[CH:27]=[C:28]([CH:42]=[CH:43][C:44]=1B1OC(C)(C)C(C)(C)O1)[C:29]([NH:31][C:32]1[CH:37]=[C:36]([C:38]([F:41])([F:40])[F:39])[CH:35]=[CH:34][N:33]=1)=[O:30].C([O-])([O-])=O.[K+].[K+]. The catalyst is O1CCOCC1.O. The product is [NH2:1][C:2]1[C:3]2[N:4]([C:8]([C@H:12]3[CH2:17][N:16]4[C:18](=[O:23])[O:19][C:20]([CH3:22])([CH3:21])[C@@H:15]4[CH2:14][CH2:13]3)=[N:9][C:10]=2[C:44]2[CH:43]=[CH:42][C:28]([C:29]([NH:31][C:32]3[CH:37]=[C:36]([C:38]([F:41])([F:39])[F:40])[CH:35]=[CH:34][N:33]=3)=[O:30])=[CH:27][C:26]=2[O:25][CH3:24])[CH:5]=[CH:6][N:7]=1. The yield is 0.720. (5) The reactants are [C:1]([C:3]1[CH:8]=[CH:7][C:6]([S:9]([NH:12][CH2:13][CH:14]([CH3:24])[CH2:15][NH:16]C(=O)OC(C)(C)C)(=[O:11])=[O:10])=[CH:5][CH:4]=1)#[N:2].C(O)(C(F)(F)F)=O. No catalyst specified. The product is [NH2:16][CH2:15][CH:14]([CH3:24])[CH2:13][NH:12][S:9]([C:6]1[CH:5]=[CH:4][C:3]([C:1]#[N:2])=[CH:8][CH:7]=1)(=[O:11])=[O:10]. The yield is 0.654. (6) The reactants are Br[C:2]1[S:6][C:5]([NH:7][C:8]([NH:10][C:11]2[CH:16]=[CH:15][C:14]([CH3:17])=[CH:13][C:12]=2[C:18]([CH:20]2[CH2:24][CH2:23][CH2:22][CH2:21]2)=[O:19])=[O:9])=[N:4][CH:3]=1.[CH3:25][O:26][C:27](=[O:31])[CH:28]([SH:30])[CH3:29]. No catalyst specified. The product is [CH3:25][O:26][C:27](=[O:31])[CH:28]([S:30][C:2]1[S:6][C:5]([NH:7][C:8]([NH:10][C:11]2[CH:16]=[CH:15][C:14]([CH3:17])=[CH:13][C:12]=2[C:18]([CH:20]2[CH2:24][CH2:23][CH2:22][CH2:21]2)=[O:19])=[O:9])=[N:4][CH:3]=1)[CH3:29]. The yield is 0.280.